From a dataset of Full USPTO retrosynthesis dataset with 1.9M reactions from patents (1976-2016). Predict the reactants needed to synthesize the given product. (1) Given the product [CH2:1]([C:4]1[N:5]([C:17]([O:19][C:20]([CH3:23])([CH3:22])[CH3:21])=[O:18])[C:6]2[C:11]([C:12]=1[CH2:13][C:14]([NH:25][C@@H:26]([CH2:31][C:32]1[CH:37]=[C:36]([F:38])[CH:35]=[C:34]([Br:39])[CH:33]=1)[C:27]([O:29][CH3:30])=[O:28])=[O:15])=[CH:10][CH:9]=[CH:8][CH:7]=2)[CH:2]=[CH2:3], predict the reactants needed to synthesize it. The reactants are: [CH2:1]([C:4]1[N:5]([C:17]([O:19][C:20]([CH3:23])([CH3:22])[CH3:21])=[O:18])[C:6]2[C:11]([C:12]=1[CH2:13][C:14](O)=[O:15])=[CH:10][CH:9]=[CH:8][CH:7]=2)[CH:2]=[CH2:3].Cl.[NH2:25][C@@H:26]([CH2:31][C:32]1[CH:37]=[C:36]([F:38])[CH:35]=[C:34]([Br:39])[CH:33]=1)[C:27]([O:29][CH3:30])=[O:28].CN(C(ON1N=NC2C=CC=NC1=2)=[N+](C)C)C.F[P-](F)(F)(F)(F)F.CCN(C(C)C)C(C)C. (2) Given the product [O:39]1[CH2:43][CH2:42][CH:41]([CH2:44][NH:45][C:20]([C:17]2[CH:16]=[C:15]([CH2:14][CH2:13][CH2:12][CH2:11][CH2:10][CH2:9][O:8][CH2:1][C:2]3[CH:3]=[CH:4][CH:5]=[CH:6][CH:7]=3)[O:19][N:18]=2)=[O:22])[CH2:40]1, predict the reactants needed to synthesize it. The reactants are: [CH2:1]([O:8][CH2:9][CH2:10][CH2:11][CH2:12][CH2:13][CH2:14][C:15]1[O:19][N:18]=[C:17]([C:20]([OH:22])=O)[CH:16]=1)[C:2]1[CH:7]=[CH:6][CH:5]=[CH:4][CH:3]=1.OCCCCCCC1ON=C(C(O)=O)C=1.Cl.[O:39]1[CH2:43][CH2:42][CH:41]([CH2:44][NH2:45])[CH2:40]1.C(N(CC)CC)C.ON1C2C=CC=CC=2N=N1.Cl.C(N=C=NCCCN(C)C)C. (3) Given the product [Cl:5][C:6]1[CH:33]=[CH:32][CH:31]=[CH:30][C:7]=1[O:8][C:9]1[N:17]=[C:16]([C:18]2[CH:23]=[CH:22][C:21]([CH3:24])=[C:20]([F:25])[CH:19]=2)[CH:15]=[C:14]([C:26]([F:27])([F:28])[F:29])[C:10]=1[C:11]([OH:34])=[O:12], predict the reactants needed to synthesize it. The reactants are: N([O-])=O.[Na+].[Cl:5][C:6]1[CH:33]=[CH:32][CH:31]=[CH:30][C:7]=1[O:8][C:9]1[N:17]=[C:16]([C:18]2[CH:23]=[CH:22][C:21]([CH3:24])=[C:20]([F:25])[CH:19]=2)[CH:15]=[C:14]([C:26]([F:29])([F:28])[F:27])[C:10]=1[C:11](N)=[O:12].[OH2:34].Cl. (4) Given the product [Cl:1][C:2]1[N:3]=[C:4]([CH3:10])[N:5]=[C:6]([NH2:11])[C:7]=1[NH2:8], predict the reactants needed to synthesize it. The reactants are: [Cl:1][C:2]1[C:7]([NH2:8])=[C:6](Cl)[N:5]=[C:4]([CH3:10])[N:3]=1.[NH3:11]. (5) The reactants are: [Cl:1][C:2]1[CH:3]=[C:4]([CH:6]=[CH:7][C:8]=1[O:9][C:10]1[C:19]2[C:14](=[CH:15][C:16]([O:22][CH3:23])=[C:17]([O:20][CH3:21])[CH:18]=2)[N:13]=[CH:12][CH:11]=1)[NH2:5].C(O)C.[CH3:27][C:28]1[CH:33]=[CH:32][C:31]([C:34]([N:36]=[C:37]=[S:38])=[O:35])=[CH:30][CH:29]=1. Given the product [Cl:1][C:2]1[CH:3]=[C:4]([NH:5][C:37]([NH:36][C:34](=[O:35])[C:31]2[CH:32]=[CH:33][C:28]([CH3:27])=[CH:29][CH:30]=2)=[S:38])[CH:6]=[CH:7][C:8]=1[O:9][C:10]1[C:19]2[C:14](=[CH:15][C:16]([O:22][CH3:23])=[C:17]([O:20][CH3:21])[CH:18]=2)[N:13]=[CH:12][CH:11]=1, predict the reactants needed to synthesize it.